This data is from Full USPTO retrosynthesis dataset with 1.9M reactions from patents (1976-2016). The task is: Predict the reactants needed to synthesize the given product. (1) Given the product [C:17]([C:6]1[C:5]([OH:4])=[C:12]([CH:13]([CH3:14])[CH3:15])[C:9]2[CH2:10][C:25]([CH3:26])([CH3:32])[O:16][C:8]=2[CH:7]=1)([CH3:18])([CH3:19])[CH3:20].[C:33]([C:32]1[C:29]2[CH2:30][C:5]([CH3:6])([CH3:12])[O:37][C:28]=2[CH:27]=[C:26]([CH:38]([CH3:40])[CH3:39])[C:25]=1[OH:24])([CH3:34])([CH3:35])[CH3:36], predict the reactants needed to synthesize it. The reactants are: C([O:4][C:5]1[C:6]([C:17]([CH3:20])([CH3:19])[CH3:18])=[CH:7][C:8]([OH:16])=[C:9]([C:12]=1[CH:13]([CH3:15])[CH3:14])[CH:10]=O)(=O)C.C([O:24][C:25]1[C:26]([CH:38]([CH3:40])[CH3:39])=[CH:27][C:28]([OH:37])=[C:29]([C:32]=1[C:33]([CH3:36])([CH3:35])[CH3:34])[CH:30]=O)(=O)C. (2) Given the product [CH2:1]([O:5][C:6]1[C:15]2[C:10](=[CH:11][CH:12]=[C:13]([C:16]([OH:18])=[O:17])[CH:14]=2)[C:9](=[O:20])[N:8]([CH2:21][CH:22]2[CH2:24][CH2:23]2)[C:7]=1[CH2:25][NH:26][C:27]([O:29][C:30]([CH3:31])([CH3:33])[CH3:32])=[O:28])[CH2:2][CH2:3][CH3:4], predict the reactants needed to synthesize it. The reactants are: [CH2:1]([O:5][C:6]1[C:15]2[C:10](=[CH:11][CH:12]=[C:13]([C:16]([O:18]C)=[O:17])[CH:14]=2)[C:9](=[O:20])[N:8]([CH2:21][CH:22]2[CH2:24][CH2:23]2)[C:7]=1[CH2:25][NH:26][C:27]([O:29][C:30]([CH3:33])([CH3:32])[CH3:31])=[O:28])[CH2:2][CH2:3][CH3:4].[OH-].[Na+].O.Cl.